This data is from Forward reaction prediction with 1.9M reactions from USPTO patents (1976-2016). The task is: Predict the product of the given reaction. (1) Given the reactants [Cl:1][C:2]1[C:11]([O:12][CH3:13])=[C:10]([O:14][CH3:15])[CH:9]=[C:8]2[C:3]=1[CH:4]=[C:5]([NH:17][C:18]1[CH:22]=[C:21]([CH3:23])[NH:20][N:19]=1)[N:6]=[C:7]2O.O=P(Cl)(Cl)[Cl:26], predict the reaction product. The product is: [Cl:26][C:7]1[C:8]2[C:3](=[C:2]([Cl:1])[C:11]([O:12][CH3:13])=[C:10]([O:14][CH3:15])[CH:9]=2)[CH:4]=[C:5]([NH:17][C:18]2[CH:22]=[C:21]([CH3:23])[NH:20][N:19]=2)[N:6]=1. (2) Given the reactants [CH3:1][C:2]1([CH3:29])[O:6][C@H:5]([CH2:7][O:8][C:9]2[CH:14]=[CH:13][C:12]([C:15]([C:20]3[CH:25]=[CH:24][C:23]([OH:26])=[C:22]([CH3:27])[CH:21]=3)([CH2:18][CH3:19])[CH2:16][CH3:17])=[CH:11][C:10]=2[CH3:28])[CH2:4][O:3]1.[O:30](S(C(F)(F)F)(=O)=O)[S:31]([C:34]([F:37])([F:36])[F:35])(=O)=[O:32].N1C=CC=CC=1.C([O-])(O)=O.[Na+], predict the reaction product. The product is: [CH3:29][C:2]1([CH3:1])[O:6][C@H:5]([CH2:7][O:8][C:9]2[CH:14]=[CH:13][C:12]([C:15]([C:20]3[CH:25]=[CH:24][C:23]([O:26][S:31]([C:34]([F:37])([F:36])[F:35])(=[O:32])=[O:30])=[C:22]([CH3:27])[CH:21]=3)([CH2:18][CH3:19])[CH2:16][CH3:17])=[CH:11][C:10]=2[CH3:28])[CH2:4][O:3]1.